From a dataset of Forward reaction prediction with 1.9M reactions from USPTO patents (1976-2016). Predict the product of the given reaction. Given the reactants Br[C:2]1[CH:11]=[C:10]([F:12])[CH:9]=[C:8]2[C:3]=1[CH:4]=[CH:5][C:6](=[O:29])[N:7]2[CH2:13][CH2:14][N:15]1[CH2:20][CH2:19][CH:18]([NH:21][C:22](=[O:28])[O:23][C:24]([CH3:27])([CH3:26])[CH3:25])[CH2:17][CH2:16]1.BrC1C=C2C(C=C[C:37](=O)[N:38]2CCN2CCC(NC(=O)OC(C)(C)C)CC2)=C(F)C=1.[C-]#N.[K+].C([Sn](Cl)(CCCC)CCCC)CCC.C1(P(C2C=CC=CC=2)C2C3OC4C(=CC=CC=4P(C4C=CC=CC=4)C4C=CC=CC=4)C(C)(C)C=3C=CC=2)C=CC=CC=1.C(C1C=C2C(C=CC(=O)N2CCN2CCC(NC(=O)OC(C)(C)C)CC2)=CC=1)#N, predict the reaction product. The product is: [C:37]([C:2]1[CH:3]=[C:8]2[C:9]([CH:4]=[CH:5][C:6](=[O:29])[N:7]2[CH2:13][CH2:14][N:15]2[CH2:16][CH2:17][CH:18]([NH:21][C:22](=[O:28])[O:23][C:24]([CH3:25])([CH3:26])[CH3:27])[CH2:19][CH2:20]2)=[C:10]([F:12])[CH:11]=1)#[N:38].